The task is: Predict the product of the given reaction.. This data is from Forward reaction prediction with 1.9M reactions from USPTO patents (1976-2016). (1) Given the reactants Cl[C:2]1[N:3]=[N:4][CH:5]=[C:6](Cl)[C:7]=1[Cl:8].[CH3:10][O:11][C:12]1[CH:17]=[CH:16][CH:15]=[CH:14][C:13]=1[CH:18]1[CH2:23][CH2:22][NH:21][CH2:20][CH2:19]1.C(=O)([O-])[O-].[K+].[K+].[NH2:30][NH2:31], predict the reaction product. The product is: [Cl:8][C:7]1[C:6]([N:21]2[CH2:22][CH2:23][CH:18]([C:13]3[CH:14]=[CH:15][CH:16]=[CH:17][C:12]=3[O:11][CH3:10])[CH2:19][CH2:20]2)=[CH:5][N:4]=[N:3][C:2]=1[NH:30][NH2:31]. (2) Given the reactants [CH2:1]1[O:5][C:4]2[CH:6]=[C:7]([CH2:10][OH:11])[CH:8]=[CH:9][C:3]=2[O:2]1, predict the reaction product. The product is: [O:2]1[C:3]2[CH:9]=[CH:8][C:7]([CH:10]=[O:11])=[CH:6][C:4]=2[O:5][CH2:1]1. (3) Given the reactants C([Sn](CCCC)(CCCC)[C:6]1[CH:11]=[CH:10][C:9]([CH2:12][CH2:13][C:14](=[O:16])[CH3:15])=[CH:8][CH:7]=1)CCC.Br[C:26]1[N:27]=[C:28]([N:36]2[CH2:41][CH2:40][N:39]([CH2:42][CH3:43])[CH2:38][CH2:37]2)[C:29]2[C:34]([CH:35]=1)=[CH:33][CH:32]=[CH:31][CH:30]=2, predict the reaction product. The product is: [CH2:42]([N:39]1[CH2:38][CH2:37][N:36]([C:28]2[C:29]3[C:34](=[CH:33][CH:32]=[CH:31][CH:30]=3)[CH:35]=[C:26]([C:6]3[CH:7]=[CH:8][C:9]([CH2:12][CH2:13][C:14](=[O:16])[CH3:15])=[CH:10][CH:11]=3)[N:27]=2)[CH2:41][CH2:40]1)[CH3:43].